Predict the product of the given reaction. From a dataset of Forward reaction prediction with 1.9M reactions from USPTO patents (1976-2016). (1) Given the reactants [CH3:1][O:2][C:3]1[CH:4]=[C:5]([NH:14][C:15](=[O:20])[CH2:16][C:17]([OH:19])=O)[CH:6]=[CH:7][C:8]=1[C:9]1[O:13][CH:12]=[N:11][CH:10]=1.[NH2:21][C:22]1[CH:27]=[CH:26][CH:25]=[C:24]([CH3:28])[CH:23]=1, predict the reaction product. The product is: [CH3:1][O:2][C:3]1[CH:4]=[C:5]([NH:14][C:15](=[O:20])[CH2:16][C:17]([NH:21][C:22]2[CH:27]=[CH:26][CH:25]=[C:24]([CH3:28])[CH:23]=2)=[O:19])[CH:6]=[CH:7][C:8]=1[C:9]1[O:13][CH:12]=[N:11][CH:10]=1. (2) The product is: [ClH:1].[ClH:1].[CH3:3][N:4]([CH3:18])[CH:5]1[CH2:10][CH2:9][NH:8][CH2:7][CH2:6]1. Given the reactants [ClH:1].Cl.[CH3:3][N:4]([CH3:18])[CH:5]1[CH2:10][CH2:9][N:8](CC2C=CC=CC=2)[CH2:7][CH2:6]1.O, predict the reaction product. (3) Given the reactants [Cl:1][C:2]1[CH:7]=[C:6]([Cl:8])[CH:5]=[CH:4][C:3]=1[C:9]1[N:14]=[C:13](O)[N:12]2[N:16]=[C:17]([C:19]([O:21][CH2:22][CH3:23])=[O:20])[N:18]=[C:11]2[CH:10]=1.P(Cl)(Cl)([Cl:26])=O, predict the reaction product. The product is: [CH2:22]([O:21][C:19]([C:17]1[N:18]=[C:11]2[N:12]([C:13]([Cl:26])=[N:14][C:9]([C:3]3[CH:4]=[CH:5][C:6]([Cl:8])=[CH:7][C:2]=3[Cl:1])=[CH:10]2)[N:16]=1)=[O:20])[CH3:23]. (4) Given the reactants [C:1]([N:4]([CH2:6][C@H:7]1[C@H:13]([C:14]2[CH:19]=[CH:18][C:17]([Cl:20])=[C:16]([Cl:21])[CH:15]=2)[O:12][CH2:11][CH2:10][N:9](C(OC(C)(C)C)=O)[CH2:8]1)[CH3:5])(=[O:3])[CH3:2].C(OCC)(=O)C.Cl, predict the reaction product. The product is: [ClH:20].[Cl:21][C:16]1[CH:15]=[C:14]([C@@H:13]2[O:12][CH2:11][CH2:10][NH:9][CH2:8][C@H:7]2[CH2:6][N:4]([CH3:5])[C:1](=[O:3])[CH3:2])[CH:19]=[CH:18][C:17]=1[Cl:20]. (5) Given the reactants CN1CCN(C2C=CC(NC3C4N(N=CN=4)C(C4C=C(C(N)=O)SC=4)=CN=3)=CC=2)CC1.[C:32]([O:36][C:37]([N:39]1[CH2:44][CH2:43][N:42]([C:45]2[CH:50]=[CH:49][C:48]([NH:51][C:52]3[C:53]4[N:54]([N:59]=[CH:60][N:61]=4)[C:55](Br)=[CH:56][N:57]=3)=[CH:47][CH:46]=2)[C:41](=[O:62])[CH2:40]1)=[O:38])([CH3:35])([CH3:34])[CH3:33].CC1(C)C(C)(C)OB([C:71]2[CH:72]=[C:73]3[C:77](=[CH:78][CH:79]=2)[C:76](=[O:80])[NH:75][CH2:74]3)O1.C([O-])([O-])=O.[Na+].[Na+], predict the reaction product. The product is: [C:32]([O:36][C:37]([N:39]1[CH2:44][CH2:43][N:42]([C:45]2[CH:50]=[CH:49][C:48]([NH:51][C:52]3[C:53]4[N:54]([N:59]=[CH:60][N:61]=4)[C:55]([C:71]4[CH:72]=[C:73]5[C:77](=[CH:78][CH:79]=4)[C:76](=[O:80])[NH:75][CH2:74]5)=[CH:56][N:57]=3)=[CH:47][CH:46]=2)[C:41](=[O:62])[CH2:40]1)=[O:38])([CH3:35])([CH3:34])[CH3:33]. (6) Given the reactants [Br:1][C:2]1[CH:7]=[CH:6][N:5]=[C:4](F)[CH:3]=1.[CH3:9][C:10](C)([O-:12])[CH3:11].[K+], predict the reaction product. The product is: [Br:1][C:2]1[CH:7]=[CH:6][N:5]=[C:4]([O:12][CH:10]([CH3:11])[CH3:9])[CH:3]=1.